This data is from Forward reaction prediction with 1.9M reactions from USPTO patents (1976-2016). The task is: Predict the product of the given reaction. (1) The product is: [CH:49]1([NH:48][C:36]([NH:18][C:17]2[CH:19]=[CH:20][C:14]([C:12]3[N:13]=[C:8]([N:7]4[CH2:6][CH2:5][O:4][CH2:3][C@@H:2]4[CH3:1])[C:9]4[CH2:24][CH2:23][N:22]([C:25]5[N:26]=[CH:27][CH:28]=[CH:29][N:30]=5)[CH2:21][C:10]=4[N:11]=3)=[CH:15][CH:16]=2)=[O:31])[CH2:52][CH2:51][CH2:50]1. Given the reactants [CH3:1][C@@H:2]1[N:7]([C:8]2[C:9]3[CH2:24][CH2:23][N:22]([C:25]4[N:30]=[CH:29][CH:28]=[CH:27][N:26]=4)[CH2:21][C:10]=3[N:11]=[C:12]([C:14]3[CH:20]=[CH:19][C:17]([NH2:18])=[CH:16][CH:15]=3)[N:13]=2)[CH2:6][CH2:5][O:4][CH2:3]1.[O:31]1[CH2:36]COCC1.C(N(CC)CC)C.C(Cl)(Cl)=O.[NH2:48][CH:49]1[CH2:52][CH2:51][CH2:50]1, predict the reaction product. (2) Given the reactants C(OC([N:8]1[CH2:13][CH2:12][CH:11]([NH:14][C:15]([C:17]2[C:21]([CH3:22])=[C:20]([C:23]3[CH:28]=[CH:27][C:26]([Cl:29])=[CH:25][CH:24]=3)[N:19]([C:30]3[CH:35]=[CH:34][C:33]([Cl:36])=[CH:32][C:31]=3[Cl:37])[N:18]=2)=[O:16])[CH2:10][CH2:9]1)=O)(C)(C)C.FC(F)(F)C(O)=O, predict the reaction product. The product is: [Cl:29][C:26]1[CH:27]=[CH:28][C:23]([C:20]2[N:19]([C:30]3[CH:35]=[CH:34][C:33]([Cl:36])=[CH:32][C:31]=3[Cl:37])[N:18]=[C:17]([C:15]([NH:14][CH:11]3[CH2:12][CH2:13][NH:8][CH2:9][CH2:10]3)=[O:16])[C:21]=2[CH3:22])=[CH:24][CH:25]=1. (3) Given the reactants [O:1]=[C:2]1[CH2:26][CH2:25][C@@:24]2([CH3:27])[CH:4]([C@@H:5]([OH:29])[CH2:6][C@@H:7]3[C@@H:23]2[CH2:22][CH2:21][C@@:20]2([CH3:28])[C@H:8]3[CH2:9][CH2:10][C@@H:11]2[C@H:12]([CH3:19])[CH2:13][CH2:14][C:15]([O:17][CH3:18])=[O:16])[CH2:3]1.[C:30](Cl)(=[O:37])[C:31]1[CH:36]=[CH:35][CH:34]=[CH:33][CH:32]=1.C(OCC)(=O)C.C([O-])(O)=O.[Na+], predict the reaction product. The product is: [O:1]=[C:2]1[CH2:26][CH2:25][C@@:24]2([CH3:27])[CH:4]([C@@H:5]([O:29][C:30](=[O:37])[C:31]3[CH:36]=[CH:35][CH:34]=[CH:33][CH:32]=3)[CH2:6][C@@H:7]3[C@@H:23]2[CH2:22][CH2:21][C@@:20]2([CH3:28])[C@H:8]3[CH2:9][CH2:10][C@@H:11]2[C@H:12]([CH3:19])[CH2:13][CH2:14][C:15]([O:17][CH3:18])=[O:16])[CH2:3]1. (4) The product is: [F:15][C:13]1[CH:12]=[CH:11][C:3]([O:4][CH:5]2[CH2:10][CH2:9][CH2:8][CH2:7][O:6]2)=[C:2]([C:24]2[CH:25]=[CH:26][C:27]([O:28][CH2:29][C:30]3[CH:39]=[CH:38][C:37]4[C:32](=[CH:33][CH:34]=[CH:35][CH:36]=4)[N:31]=3)=[CH:40][CH:41]=2)[CH:14]=1. Given the reactants Br[C:2]1[CH:14]=[C:13]([F:15])[CH:12]=[CH:11][C:3]=1[O:4][CH:5]1[CH2:10][CH2:9][CH2:8][CH2:7][O:6]1.CC1(C)C(C)(C)OB([C:24]2[CH:41]=[CH:40][C:27]([O:28][CH2:29][C:30]3[CH:39]=[CH:38][C:37]4[C:32](=[CH:33][CH:34]=[CH:35][CH:36]=4)[N:31]=3)=[CH:26][CH:25]=2)O1.C([O-])([O-])=O.[Na+].[Na+], predict the reaction product. (5) The product is: [CH:1]1([CH2:4][N:6]([C:15]([O:17][C:18]([CH3:21])([CH3:20])[CH3:19])=[O:16])[NH:7][C:8]([O:10][C:11]([CH3:12])([CH3:13])[CH3:14])=[O:9])[CH2:3][CH2:2]1. Given the reactants [CH:1]1([CH2:4]O)[CH2:3][CH2:2]1.[NH:6]([C:15]([O:17][C:18]([CH3:21])([CH3:20])[CH3:19])=[O:16])[NH:7][C:8]([O:10][C:11]([CH3:14])([CH3:13])[CH3:12])=[O:9].C1(P(C2C=CC=CC=2)C2C=CC=CC=2)C=CC=CC=1.N(/C(OC(C)(C)C)=O)=N\C(OC(C)(C)C)=O, predict the reaction product.